From a dataset of Catalyst prediction with 721,799 reactions and 888 catalyst types from USPTO. Predict which catalyst facilitates the given reaction. (1) Reactant: [Cl:1][C:2]1[CH:10]=[CH:9][C:8]2[CH2:7][CH:6]([C:11](O)=[O:12])[CH2:5][C:4]=2[N:3]=1.[H-].[Al+3].[Li+].[H-].[H-].[H-].O.[OH-].[Na+]. Product: [Cl:1][C:2]1[CH:10]=[CH:9][C:8]2[CH2:7][CH:6]([CH2:11][OH:12])[CH2:5][C:4]=2[N:3]=1. The catalyst class is: 7. (2) Reactant: C=O.C(O)(=O)C.[Cl:7][C:8]1[CH:9]=[CH:10][C:11]2[CH2:12][NH:13][CH2:14][CH:15]([C:19]3[S:20][CH:21]=[C:22]([CH3:24])[N:23]=3)[O:16][C:17]=2[N:18]=1.[C:25]([BH3-])#[N:26].[Na+]. Product: [NH3:13].[Cl:7][C:8]1[CH:9]=[CH:10][C:11]2[CH2:12][N:26]([CH3:25])[CH2:14][CH:15]([C:19]3[S:20][CH:21]=[C:22]([CH3:24])[N:23]=3)[O:16][C:17]=2[N:18]=1. The catalyst class is: 5. (3) Reactant: C[O:2][C:3]1[CH:10]=[C:9]([C:11]([F:14])([F:13])[F:12])[CH:8]=[CH:7][C:4]=1[CH:5]=[O:6].[Cl-].[Li+].O.Cl. Product: [OH:2][C:3]1[CH:10]=[C:9]([C:11]([F:12])([F:13])[F:14])[CH:8]=[CH:7][C:4]=1[CH:5]=[O:6]. The catalyst class is: 9. (4) Reactant: [NH2:1][C:2]1[N:6]([CH3:7])[N:5]=[CH:4][C:3]=1[N:8]=O.[S:10](=[O:14])(=[O:13])([OH:12])[OH:11]. Product: [S:10](=[O:12])(=[O:11])([OH:14])[OH:13].[NH2:8][C:3]1[CH:4]=[N:5][N:6]([CH3:7])[C:2]=1[NH2:1]. The catalyst class is: 45. (5) Reactant: [C:1]([O:5][C:6]([N:8]1[CH2:13][CH2:12][CH:11]([CH2:14][CH2:15][CH2:16][CH:17]([OH:23])[C:18]2[O:19][CH:20]=[CH:21][N:22]=2)[CH2:10][CH2:9]1)=[O:7])([CH3:4])([CH3:3])[CH3:2].C([O:28][C:29](N1CCC(CCCC(C2OC=CN=2)=O)CC1)=[O:30])(C)(C)C.[BH4-].[Na+]. Product: [C:1]([O:5][C:6]([N:8]1[CH2:9][CH2:10][CH:11]([CH2:14][CH2:15][CH2:16][C:17]([C:18]2[O:19][C:20]([C:29]([OH:30])=[O:28])=[CH:21][N:22]=2)=[O:23])[CH2:12][CH2:13]1)=[O:7])([CH3:4])([CH3:2])[CH3:3]. The catalyst class is: 5. (6) Reactant: [CH3:1][C:2]1[C:6]([S:7]([C:10]2[CH:15]=[CH:14][CH:13]=[CH:12][CH:11]=2)(=[O:9])=[O:8])=[C:5]([CH3:16])[NH:4][C:3]=1[C:17]([O:19]CC)=[O:18].O.[OH-].[Li+]. Product: [CH3:1][C:2]1[C:6]([S:7]([C:10]2[CH:15]=[CH:14][CH:13]=[CH:12][CH:11]=2)(=[O:9])=[O:8])=[C:5]([CH3:16])[NH:4][C:3]=1[C:17]([OH:19])=[O:18]. The catalyst class is: 24.